Task: Predict the reaction yield, written as a fraction of the theoretical maximum amount of product (1.0 means a 100% yield; for example, 0.34 means a 34% yield).. Dataset: Reaction yield outcomes from USPTO patents with 853,638 reactions (1) The reactants are [Cl:1][C:2]1[CH:3]=[CH:4][C:5]([O:22][CH2:23][C:24]2[CH:29]=[CH:28][C:27]([F:30])=[CH:26][C:25]=2[F:31])=[C:6]([CH:21]=1)[CH2:7][N:8]1[C:16]2[CH:15]=[CH:14][CH:13]=[C:12]([C:17]([O:19]C)=[O:18])[C:11]=2[CH2:10][CH2:9]1.[OH-].[Na+:33]. The catalyst is CCO.O. The product is [Cl:1][C:2]1[CH:3]=[CH:4][C:5]([O:22][CH2:23][C:24]2[CH:29]=[CH:28][C:27]([F:30])=[CH:26][C:25]=2[F:31])=[C:6]([CH:21]=1)[CH2:7][N:8]1[C:16]2[CH:15]=[CH:14][CH:13]=[C:12]([C:17]([O-:19])=[O:18])[C:11]=2[CH2:10][CH2:9]1.[Na+:33]. The yield is 0.930. (2) The reactants are [CH2:1]=[C:2]([CH:4]1[CH2:11][CH2:10][CH2:9][CH2:8][CH2:7][CH2:6][C:5]1=[O:12])[CH3:3].[CH3:13][O:14][N:15]=[CH:16][CH3:17].Cl[Sn](Cl)(Cl)Cl. The catalyst is ClCCCl. The product is [CH3:13][O:14][N:15]1[CH:16]([CH3:17])[CH2:3][C:2]([CH3:1])=[CH:4][CH2:11][CH2:10][CH2:9][CH2:8][CH2:7][CH2:6][C:5]1=[O:12]. The yield is 0.890. (3) The reactants are [CH3:1][O:2][C:3]([C:5]1[C:10]([O:11]CC2C=CC=CC=2)=[C:9]([NH:19][C:20](=[O:22])[CH3:21])[CH:8]=[C:7]([C:23]2[O:24][CH:25]=[CH:26][CH:27]=2)[N:6]=1)=[O:4].CO. The catalyst is C(O)(=O)C.[Pd].CCOC(C)=O. The product is [CH3:1][O:2][C:3]([C:5]1[C:10]([OH:11])=[C:9]([NH:19][C:20](=[O:22])[CH3:21])[CH:8]=[C:7]([CH:23]2[CH2:27][CH2:26][CH2:25][O:24]2)[N:6]=1)=[O:4]. The yield is 0.990. (4) The reactants are [NH2:1][CH2:2][C@H:3]([OH:5])[CH3:4].[H-].[Na+].C1OCCOCCOCCOCCOC1.[CH3:23][C:24]1[CH:29]=[C:28]([NH:30][C:31]2[C:40]3[C:35](=[CH:36][CH:37]=[CH:38][C:39]=3F)[N:34]=[CH:33][N:32]=2)[CH:27]=[CH:26][C:25]=1[OH:42]. The catalyst is CC(N(C)C)=O. The product is [NH2:1][CH2:2][C@@H:3]([CH3:4])[O:5][C:39]1[CH:38]=[CH:37][CH:36]=[C:35]2[C:40]=1[C:31]([NH:30][C:28]1[CH:27]=[CH:26][C:25]([OH:42])=[C:24]([CH3:23])[CH:29]=1)=[N:32][CH:33]=[N:34]2. The yield is 0.390.